From a dataset of Catalyst prediction with 721,799 reactions and 888 catalyst types from USPTO. Predict which catalyst facilitates the given reaction. (1) Product: [C:14]([O:13][C:11]([NH:10][C:7]([CH3:9])([CH3:8])[CH:2]([NH:1][C:35](=[O:36])[C:34]1[CH:38]=[CH:39][C:31]([C:30]#[C:29][C:28]#[C:27][CH:26]([CH3:40])[CH2:25][OH:24])=[CH:32][CH:33]=1)[C:3]([O:5][CH3:6])=[O:4])=[O:12])([CH3:17])([CH3:16])[CH3:15]. The catalyst class is: 39. Reactant: [NH2:1][CH:2]([C:7]([NH:10][C:11]([O:13][C:14]([CH3:17])([CH3:16])[CH3:15])=[O:12])([CH3:9])[CH3:8])[C:3]([O:5][CH3:6])=[O:4].C([O-])([O-])=O.[K+].[K+].[OH:24][CH2:25][CH:26]([CH3:40])[C:27]#[C:28][C:29]#[C:30][C:31]1[CH:39]=[CH:38][C:34]([C:35](O)=[O:36])=[CH:33][CH:32]=1.CCN(C(C)C)C(C)C.CN(C(ON1N=NC2C=CC=NC1=2)=[N+](C)C)C.F[P-](F)(F)(F)(F)F. (2) Reactant: [Li+].[CH3:2]C([N-]C(C)C)C.[CH:9]1[C:14]2[C:15]3[C:28](=O)[C:20]4S[C:22]5C=CC=[CH:24][C:23]=5[C:19]=4[C:18](=O)[C:16]=3SC=2C=CC=1.O. Product: [C:23]([C:19]1[CH:18]=[CH:16][C:15]([C:14]#[CH:9])=[CH:28][CH:20]=1)([CH3:22])([CH3:24])[CH3:2]. The catalyst class is: 1.